From a dataset of Full USPTO retrosynthesis dataset with 1.9M reactions from patents (1976-2016). Predict the reactants needed to synthesize the given product. Given the product [NH2:16][C:15]1[C:10]([S:9][CH2:8][C@@H:7]([C:25]([OH:27])=[O:26])[NH:6][O:5][C:3](=[O:4])[C:2]([CH3:28])([CH3:29])[CH3:1])=[C:11]([C:19]2[CH:20]=[CH:21][CH:22]=[CH:23][CH:24]=2)[CH:12]=[CH:13][CH:14]=1, predict the reactants needed to synthesize it. The reactants are: [CH3:1][C:2]([CH3:29])([CH3:28])[C:3]([O:5][NH:6][C@H:7]([C:25]([OH:27])=[O:26])[CH2:8][S:9][C:10]1[C:15]([N+:16]([O-])=O)=[CH:14][CH:13]=[CH:12][C:11]=1[C:19]1[CH:24]=[CH:23][CH:22]=[CH:21][CH:20]=1)=[O:4].